Dataset: Forward reaction prediction with 1.9M reactions from USPTO patents (1976-2016). Task: Predict the product of the given reaction. (1) Given the reactants [Cl:1][C:2]1[CH:3]=[CH:4][C:5]([CH3:36])=[C:6]([C:8]2[CH:12]=[C:11](B3OC(C)(C)C(C)(C)O3)[N:10]([S:22]([C:25]3[CH:30]=[CH:29][CH:28]=[CH:27][CH:26]=3)(=[O:24])=[O:23])[C:9]=2[C:31]([O:33][CH2:34][CH3:35])=[O:32])[CH:7]=1.I[C:38]1[N:43]=[CH:42][N:41]=[C:40]([NH2:44])[CH:39]=1.C([O-])([O-])=O.[Na+].[Na+], predict the reaction product. The product is: [NH2:44][C:40]1[N:41]=[CH:42][N:43]=[C:38]([C:11]2[N:10]([S:22]([C:25]3[CH:30]=[CH:29][CH:28]=[CH:27][CH:26]=3)(=[O:24])=[O:23])[C:9]([C:31]([O:33][CH2:34][CH3:35])=[O:32])=[C:8]([C:6]3[CH:7]=[C:2]([Cl:1])[CH:3]=[CH:4][C:5]=3[CH3:36])[CH:12]=2)[CH:39]=1. (2) Given the reactants [CH3:1][O:2][C:3]1[CH:4]=[C:5]2[C:10](=[CH:11][C:12]=1[O:13][CH3:14])[N:9]=[CH:8][CH:7]=[C:6]2[O:15][C:16]1[CH:22]=[CH:21][C:19]([NH2:20])=[C:18]([F:23])[CH:17]=1.C(N(CC)CC)C.ClC(Cl)(O[C:35](=[O:41])OC(Cl)(Cl)Cl)Cl.[S:43]1[CH:47]=[CH:46][N:45]=[C:44]1[CH:48]([NH2:50])[CH3:49], predict the reaction product. The product is: [CH3:1][O:2][C:3]1[CH:4]=[C:5]2[C:10](=[CH:11][C:12]=1[O:13][CH3:14])[N:9]=[CH:8][CH:7]=[C:6]2[O:15][C:16]1[CH:22]=[CH:21][C:19]([NH:20][C:35]([NH:50][CH:48]([C:44]2[S:43][CH:47]=[CH:46][N:45]=2)[CH3:49])=[O:41])=[C:18]([F:23])[CH:17]=1. (3) Given the reactants [F:1][C:2]1[CH:7]=[CH:6][C:5]([CH2:8][C@@H:9]([NH:27]C(=O)OC(C)(C)C)[C:10](=[O:26])[NH:11][C:12]2[CH:13]=[C:14]3[C:24](=[O:25])[NH:23][N:22]=[CH:21][C:16]4=[CH:17][NH:18][C:19]([CH:20]=2)=[C:15]34)=[CH:4][CH:3]=1.[ClH:35], predict the reaction product. The product is: [ClH:35].[NH2:27][C@H:9]([CH2:8][C:5]1[CH:6]=[CH:7][C:2]([F:1])=[CH:3][CH:4]=1)[C:10]([NH:11][C:12]1[CH:13]=[C:14]2[C:24](=[O:25])[NH:23][N:22]=[CH:21][C:16]3=[CH:17][NH:18][C:19]([CH:20]=1)=[C:15]23)=[O:26]. (4) Given the reactants C([N:4]1[CH2:7][CH:6]([N:8]([CH2:37][CH3:38])[C:9]([C:11]2[S:15][C:14]3=[N:16][C:17]([C:27]4[CH:32]=[CH:31][C:30]([Cl:33])=[CH:29][CH:28]=4)([CH3:26])[CH:18]([C:19]4[CH:24]=[CH:23][C:22]([Cl:25])=[CH:21][CH:20]=4)[N:13]3[C:12]=2[CH:34]([CH3:36])[CH3:35])=[O:10])[CH2:5]1)(=O)C.[CH3:39][C:40]1([CH3:47])[O:44][CH:43]([CH:45]=O)[CH2:42][O:41]1, predict the reaction product. The product is: [Cl:25][C:22]1[CH:21]=[CH:20][C:19]([C@H:18]2[N:13]3[C:14]([S:15][C:11]([C:9]([N:8]([CH:6]4[CH2:7][N:4]([CH2:45][C@H:43]5[CH2:42][O:41][C:40]([CH3:47])([CH3:39])[O:44]5)[CH2:5]4)[CH2:37][CH3:38])=[O:10])=[C:12]3[CH:34]([CH3:36])[CH3:35])=[N:16][C@:17]2([C:27]2[CH:32]=[CH:31][C:30]([Cl:33])=[CH:29][CH:28]=2)[CH3:26])=[CH:24][CH:23]=1. (5) Given the reactants [CH:1]1([N:5]2[C:9]3[C:10](F)=[CH:11][C:12]([C:14]([OH:16])=[O:15])=[CH:13][C:8]=3[N:7]=[N:6]2)[CH2:4][CH2:3][CH2:2]1.C1(N2C3C=C(F)C(C(O)=O)=CC=3N=N2)CCC1.C1(N2C3C=CC(C(O)=O)=C(F)C=3N=N2)CCC1.C1(N2C3C(F)=C(F)C(C(O)=O)=CC=3N=N2)CCC1.C1(N2C3C(F)=CC(C(O)=O)=C(F)C=3N=N2)CCC1.C1(N2C3C=C(F)C(C(O)=O)=C(F)C=3N=N2)CCC1.C1(N2C3C(F)=C(F)C(C(O)=O)=C(F)C=3N=N2)CCC1.C1(N2C3C(Cl)=CC(C(O)=O)=CC=3N=N2)CCC1.C1(N2C3C=C(Cl)C(C(O)=O)=CC=3N=N2)CCC1.C1(N2C3C=CC(C(O)=O)=C(Cl)C=3N=N2)CCC1, predict the reaction product. The product is: [CH:1]1([N:5]2[C:9]3[CH:10]=[CH:11][C:12]([C:14]([OH:16])=[O:15])=[CH:13][C:8]=3[N:7]=[N:6]2)[CH2:2][CH2:3][CH2:4]1.